This data is from CYP3A4 inhibition data for predicting drug metabolism from PubChem BioAssay. The task is: Regression/Classification. Given a drug SMILES string, predict its absorption, distribution, metabolism, or excretion properties. Task type varies by dataset: regression for continuous measurements (e.g., permeability, clearance, half-life) or binary classification for categorical outcomes (e.g., BBB penetration, CYP inhibition). Dataset: cyp3a4_veith. The compound is Cc1ccc(/C=C/C(=O)N2CC(C)CC(C)C2)o1. The result is 0 (non-inhibitor).